Regression. Given a peptide amino acid sequence and an MHC pseudo amino acid sequence, predict their binding affinity value. This is MHC class I binding data. From a dataset of Peptide-MHC class I binding affinity with 185,985 pairs from IEDB/IMGT. The peptide sequence is MTNNPPIPV. The MHC is HLA-A68:02 with pseudo-sequence HLA-A68:02. The binding affinity (normalized) is 0.770.